This data is from Reaction yield outcomes from USPTO patents with 853,638 reactions. The task is: Predict the reaction yield, written as a fraction of the theoretical maximum amount of product (1.0 means a 100% yield; for example, 0.34 means a 34% yield). (1) The product is [CH3:33][O:32][C:30]1[CH:29]=[C:28]([CH2:34][O:35][C:36]2[CH:37]=[C:38]([NH:41][C:18]([C:16]3[S:17][C:13]([N:8]4[CH2:9][C@@H:10]([CH3:12])[NH:11][C@@H:6]([CH3:5])[CH2:7]4)=[CH:14][CH:15]=3)=[O:20])[NH:39][N:40]=2)[CH:27]=[C:26]([O:25][CH3:24])[CH:31]=1. The yield is 0.327. The catalyst is C1(C)C=CC=CC=1.O.C(OCC)(=O)C. The reactants are C[Al](C)C.[CH3:5][C@H:6]1[NH:11][C@@H:10]([CH3:12])[CH2:9][N:8]([C:13]2[S:17][C:16]([C:18]([O:20]CC)=O)=[CH:15][CH:14]=2)[CH2:7]1.Cl.[CH3:24][O:25][C:26]1[CH:27]=[C:28]([CH2:34][O:35][C:36]2[CH:37]=[C:38]([NH2:41])[NH:39][N:40]=2)[CH:29]=[C:30]([O:32][CH3:33])[CH:31]=1.C(C(C(C([O-])=O)O)O)([O-])=O.[Na+].[K+]. (2) The reactants are Br[C:2]1[CH:3]=[C:4]([CH:9]=[CH:10][C:11]=1[CH2:12][NH:13][C@H:14]([CH:17]([CH3:19])[CH3:18])[CH2:15][OH:16])[C:5]([O:7][CH3:8])=[O:6].C([O-])([O-])=O.[K+].[K+]. The catalyst is C(O)(C)C.[Cu]I. The product is [CH:17]([C@H:14]1[NH:13][CH2:12][C:11]2[CH:10]=[CH:9][C:4]([C:5]([O:7][CH3:8])=[O:6])=[CH:3][C:2]=2[O:16][CH2:15]1)([CH3:19])[CH3:18]. The yield is 0.500.